Dataset: NCI-60 drug combinations with 297,098 pairs across 59 cell lines. Task: Regression. Given two drug SMILES strings and cell line genomic features, predict the synergy score measuring deviation from expected non-interaction effect. (1) Drug 1: C1C(C(OC1N2C=NC3=C(N=C(N=C32)Cl)N)CO)O. Drug 2: C1=CC=C(C(=C1)C(C2=CC=C(C=C2)Cl)C(Cl)Cl)Cl. Cell line: UO-31. Synergy scores: CSS=16.9, Synergy_ZIP=-0.268, Synergy_Bliss=-0.829, Synergy_Loewe=-28.1, Synergy_HSA=-2.96. (2) Drug 1: CC1=C(C(CCC1)(C)C)C=CC(=CC=CC(=CC(=O)O)C)C. Drug 2: CC12CCC3C(C1CCC2OP(=O)(O)O)CCC4=C3C=CC(=C4)OC(=O)N(CCCl)CCCl.[Na+]. Cell line: LOX IMVI. Synergy scores: CSS=0.101, Synergy_ZIP=-1.76, Synergy_Bliss=-6.25, Synergy_Loewe=-10.6, Synergy_HSA=-9.35. (3) Drug 1: CC1=C(C=C(C=C1)NC2=NC=CC(=N2)N(C)C3=CC4=NN(C(=C4C=C3)C)C)S(=O)(=O)N.Cl. Drug 2: CC=C1C(=O)NC(C(=O)OC2CC(=O)NC(C(=O)NC(CSSCCC=C2)C(=O)N1)C(C)C)C(C)C. Cell line: OVCAR-5. Synergy scores: CSS=58.6, Synergy_ZIP=-3.01, Synergy_Bliss=-9.07, Synergy_Loewe=-73.8, Synergy_HSA=-10.4. (4) Drug 1: CC1CCC2CC(C(=CC=CC=CC(CC(C(=O)C(C(C(=CC(C(=O)CC(OC(=O)C3CCCCN3C(=O)C(=O)C1(O2)O)C(C)CC4CCC(C(C4)OC)O)C)C)O)OC)C)C)C)OC. Drug 2: CC1CCCC2(C(O2)CC(NC(=O)CC(C(C(=O)C(C1O)C)(C)C)O)C(=CC3=CSC(=N3)C)C)C. Cell line: T-47D. Synergy scores: CSS=47.2, Synergy_ZIP=-4.19, Synergy_Bliss=-3.98, Synergy_Loewe=-3.05, Synergy_HSA=0.821. (5) Drug 1: CC1C(C(=O)NC(C(=O)N2CCCC2C(=O)N(CC(=O)N(C(C(=O)O1)C(C)C)C)C)C(C)C)NC(=O)C3=C4C(=C(C=C3)C)OC5=C(C(=O)C(=C(C5=N4)C(=O)NC6C(OC(=O)C(N(C(=O)CN(C(=O)C7CCCN7C(=O)C(NC6=O)C(C)C)C)C)C(C)C)C)N)C. Drug 2: CCC1(CC2CC(C3=C(CCN(C2)C1)C4=CC=CC=C4N3)(C5=C(C=C6C(=C5)C78CCN9C7C(C=CC9)(C(C(C8N6C=O)(C(=O)OC)O)OC(=O)C)CC)OC)C(=O)OC)O.OS(=O)(=O)O. Cell line: NCI/ADR-RES. Synergy scores: CSS=2.88, Synergy_ZIP=-1.10, Synergy_Bliss=-1.32, Synergy_Loewe=-1.10, Synergy_HSA=-1.52.